From a dataset of Catalyst prediction with 721,799 reactions and 888 catalyst types from USPTO. Predict which catalyst facilitates the given reaction. (1) Reactant: [C@@H:1]([C@@H:5]([C:22](=[O:60])[N:23]([CH2:57][CH2:58][CH3:59])[C@@H:24]([CH:54]([CH3:56])[CH3:55])[CH2:25][C@H:26]([C:31]1[S:32][CH:33]=[C:34]([C:36]([NH:38][C@@H:39]([CH2:47][C:48]2[CH:53]=[CH:52][CH:51]=[CH:50][CH:49]=2)[CH2:40][C:41]([CH3:46])([CH3:45])[C:42]([OH:44])=[O:43])=[O:37])[N:35]=1)[O:27][C:28](=[O:30])[CH3:29])[NH:6][C:7](=[O:21])[C@@H:8]([CH:18]([CH3:20])[CH3:19])[N:9](C)[C:10](=O)OC(C)(C)C)([CH2:3][CH3:4])[CH3:2].C(O)(C(F)(F)F)=O. Product: [C@@H:1]([C@@H:5]([C:22](=[O:60])[N:23]([CH2:57][CH2:58][CH3:59])[C@@H:24]([CH:54]([CH3:56])[CH3:55])[CH2:25][C@H:26]([C:31]1[S:32][CH:33]=[C:34]([C:36]([NH:38][C@@H:39]([CH2:47][C:48]2[CH:53]=[CH:52][CH:51]=[CH:50][CH:49]=2)[CH2:40][C:41]([CH3:46])([CH3:45])[C:42]([OH:44])=[O:43])=[O:37])[N:35]=1)[O:27][C:28](=[O:30])[CH3:29])[NH:6][C:7](=[O:21])[C@@H:8]([CH:18]([CH3:20])[CH3:19])[NH:9][CH3:10])([CH2:3][CH3:4])[CH3:2]. The catalyst class is: 2. (2) Reactant: Cl[C:2]1[N:7]=[C:6]([N:8]2[C:17]3[C:12](=[CH:13][C:14]([OH:18])=[CH:15][CH:16]=3)[CH2:11][CH2:10][CH2:9]2)[CH:5]=[CH:4][N:3]=1.[NH2:19][C:20]1[CH:25]=[CH:24][C:23]([S:26]([NH:29][CH2:30][CH:31]2[CH2:33][CH2:32]2)(=[O:28])=[O:27])=[CH:22][CH:21]=1.C1(C)C=CC(S(O)(=O)=O)=CC=1. Product: [CH:31]1([CH2:30][NH:29][S:26]([C:23]2[CH:22]=[CH:21][C:20]([NH:19][C:2]3[N:7]=[C:6]([N:8]4[C:17]5[C:12](=[CH:13][C:14]([OH:18])=[CH:15][CH:16]=5)[CH2:11][CH2:10][CH2:9]4)[CH:5]=[CH:4][N:3]=3)=[CH:25][CH:24]=2)(=[O:28])=[O:27])[CH2:32][CH2:33]1. The catalyst class is: 3.